Dataset: Peptide-MHC class II binding affinity with 134,281 pairs from IEDB. Task: Regression. Given a peptide amino acid sequence and an MHC pseudo amino acid sequence, predict their binding affinity value. This is MHC class II binding data. (1) The peptide sequence is EAVLEDPYILLVSSK. The MHC is DRB1_0301 with pseudo-sequence DRB1_0301. The binding affinity (normalized) is 0.430. (2) The peptide sequence is NRASLMQLISTNVFG. The binding affinity (normalized) is 0.405. The MHC is HLA-DQA10201-DQB10202 with pseudo-sequence HLA-DQA10201-DQB10202. (3) The peptide sequence is ISATPEWATPFPHRK. The MHC is DRB1_1501 with pseudo-sequence DRB1_1501. The binding affinity (normalized) is 0.0842. (4) The peptide sequence is LDTILAILITVVILS. The MHC is H-2-IAd with pseudo-sequence H-2-IAd. The binding affinity (normalized) is 0. (5) The peptide sequence is EVVDYLGIPASARPV. The MHC is HLA-DQA10102-DQB10502 with pseudo-sequence HLA-DQA10102-DQB10502. The binding affinity (normalized) is 0.527. (6) The peptide sequence is EEDIEIIKIQEEEY. The MHC is HLA-DQA10501-DQB10301 with pseudo-sequence HLA-DQA10501-DQB10301. The binding affinity (normalized) is 0.165. (7) The peptide sequence is SSYFVGKMYFNLI. The MHC is DRB5_0101 with pseudo-sequence DRB5_0101. The binding affinity (normalized) is 0. (8) The peptide sequence is IWYMWLGARYLEFEAHHHHHH. The MHC is DRB1_1101 with pseudo-sequence DRB1_1101. The binding affinity (normalized) is 0. (9) The peptide sequence is SVVVQDPKNVYQRGT. The MHC is HLA-DQA10303-DQB10402 with pseudo-sequence HLA-DQA10303-DQB10402. The binding affinity (normalized) is 0.